This data is from Forward reaction prediction with 1.9M reactions from USPTO patents (1976-2016). The task is: Predict the product of the given reaction. Given the reactants [CH:1]1([N:5]2[CH2:11][CH2:10][C:9]3[CH:12]=[CH:13][C:14]([O:16][C:17]4[CH:25]=[CH:24][C:20]([C:21](O)=[O:22])=[CH:19][C:18]=4[F:26])=[CH:15][C:8]=3[CH2:7][CH2:6]2)[CH2:4][CH2:3][CH2:2]1.F[P-](F)(F)(F)(F)F.[N:34]1(OC(N(C)C)=[N+](C)C)[C:38]2N=CC=CC=2N=N1.C(N(C(C)C)CC)(C)C.CN, predict the reaction product. The product is: [CH:1]1([N:5]2[CH2:11][CH2:10][C:9]3[CH:12]=[CH:13][C:14]([O:16][C:17]4[CH:25]=[CH:24][C:20]([C:21]([NH:34][CH3:38])=[O:22])=[CH:19][C:18]=4[F:26])=[CH:15][C:8]=3[CH2:7][CH2:6]2)[CH2:4][CH2:3][CH2:2]1.